From a dataset of Full USPTO retrosynthesis dataset with 1.9M reactions from patents (1976-2016). Predict the reactants needed to synthesize the given product. (1) Given the product [C:1]([C:4]1[C:22](=[O:23])[C@@:8]2([CH3:24])[C:9]3[C:15]([OH:16])=[CH:14][C:13]([O:17][CH3:18])=[C:12]([C:19]([NH:21][CH2:32][C:31]4[CH:34]=[CH:35][C:28]([O:27][CH3:26])=[C:29]([CH3:37])[C:30]=4[CH3:36])=[O:20])[C:10]=3[O:11][C:7]2=[CH:6][C:5]=1[OH:25])(=[O:3])[CH3:2], predict the reactants needed to synthesize it. The reactants are: [C:1]([C:4]1[C:22](=[O:23])[C@@:8]2([CH3:24])[C:9]3[C:15]([OH:16])=[CH:14][C:13]([O:17][CH3:18])=[C:12]([C:19]([NH2:21])=[O:20])[C:10]=3[O:11][C:7]2=[CH:6][C:5]=1[OH:25])(=[O:3])[CH3:2].[CH3:26][O:27][C:28]1[CH:35]=[CH:34][C:31]([CH:32]=O)=[C:30]([CH3:36])[C:29]=1[CH3:37].C([SiH](CC)CC)C.FC(F)(F)C(O)=O. (2) Given the product [Br:9][C:10]1[CH:11]=[CH:12][C:13]([CH:16]2[CH2:1][CH:17]2[CH2:18][OH:19])=[CH:14][CH:15]=1, predict the reactants needed to synthesize it. The reactants are: [CH2:1]([Zn]CC)C.ICCl.[Br:9][C:10]1[CH:15]=[CH:14][C:13](/[CH:16]=[CH:17]/[CH2:18][OH:19])=[CH:12][CH:11]=1. (3) The reactants are: [CH3:1][C:2]1[CH2:3][CH:4]([CH:9]2[CH2:14][CH2:13][N:12]([C:15]([O:17][CH2:18][C:19]3[CH:24]=[CH:23][CH:22]=[CH:21][CH:20]=3)=[O:16])[CH2:11][CH2:10]2)[C:5](=[O:8])[NH:6][N:7]=1. Given the product [CH3:1][C:2]1[CH:3]=[C:4]([CH:9]2[CH2:14][CH2:13][N:12]([C:15]([O:17][CH2:18][C:19]3[CH:20]=[CH:21][CH:22]=[CH:23][CH:24]=3)=[O:16])[CH2:11][CH2:10]2)[C:5](=[O:8])[NH:6][N:7]=1, predict the reactants needed to synthesize it. (4) Given the product [C:1]([O:5][C:6]([N:8]1[CH2:13][CH2:12][N:11]([C:14]([O:16][C:17]([CH3:18])([CH3:19])[CH3:20])=[O:15])[CH2:10][C@@H:9]1[CH2:21][CH2:22][CH2:23][CH2:24][OH:25])=[O:7])([CH3:4])([CH3:3])[CH3:2], predict the reactants needed to synthesize it. The reactants are: [C:1]([O:5][C:6]([N:8]1[CH2:13][CH2:12][N:11]([C:14]([O:16][C:17]([CH3:20])([CH3:19])[CH3:18])=[O:15])[CH2:10][C@@H:9]1[CH2:21][CH2:22][CH2:23][C:24](O)=[O:25])=[O:7])([CH3:4])([CH3:3])[CH3:2]. (5) The reactants are: C(N)CCC.NO.Cl.[CH:9]1([CH2:12][NH:13][C@H:14]([CH2:17][CH2:18][CH2:19][CH2:20][CH2:21][CH2:22][CH2:23][CH2:24][CH3:25])[C:15]#[CH:16])[CH2:11][CH2:10]1.Br[C:27]#[C:28][C@@H:29]([OH:32])[CH:30]=[CH2:31]. Given the product [CH:9]1([CH2:12][NH:13][C@H:14]([CH2:17][CH2:18][CH2:19][CH2:20][CH2:21][CH2:22][CH2:23][CH2:24][CH3:25])[C:15]#[C:16][C:27]#[C:28][C@@H:29]([OH:32])[CH:30]=[CH2:31])[CH2:10][CH2:11]1, predict the reactants needed to synthesize it. (6) Given the product [Cl:1][C:2]1[S:3][C:4]([CH:17]=[O:18])=[CH:5][C:6]=1[CH:7]1[C:12]2=[N:13][CH:14]=[CH:15][CH:16]=[C:11]2[CH2:10][CH2:9][O:8]1, predict the reactants needed to synthesize it. The reactants are: [Cl:1][C:2]1[S:3][C:4]([CH:17]2OCC[O:18]2)=[CH:5][C:6]=1[CH:7]1[C:12]2=[N:13][CH:14]=[CH:15][CH:16]=[C:11]2[CH2:10][CH2:9][O:8]1.C1COCC1.Cl.O. (7) Given the product [O:29]=[S:7]1(=[O:6])[C:12]2[CH:13]=[C:14]([O:17][C:18]3[CH:23]=[CH:22][C:21]([CH2:24][NH:25][C:1](=[O:3])[CH3:2])=[CH:20][CH:19]=3)[CH:15]=[CH:16][C:11]=2[N:10]2[CH2:26][CH2:27][CH2:28][CH:9]2[NH:8]1, predict the reactants needed to synthesize it. The reactants are: [C:1](Cl)(=[O:3])[CH3:2].Cl.[O:6]=[S:7]1(=[O:29])[C:12]2[CH:13]=[C:14]([O:17][C:18]3[CH:23]=[CH:22][C:21]([CH2:24][NH2:25])=[CH:20][CH:19]=3)[CH:15]=[CH:16][C:11]=2[N:10]2[CH2:26][CH2:27][CH2:28][CH:9]2[NH:8]1. (8) The reactants are: C([O:3][C:4](=[O:22])[C@@H:5]([O:20][CH3:21])[CH2:6][C:7]1[CH:12]=[CH:11][C:10]([O:13][C:14]([C:17]([OH:19])=O)([CH3:16])[CH3:15])=[CH:9][CH:8]=1)C.[F:23][C:24]([F:34])([F:33])[C:25]1[CH:26]=[C:27]([CH:30]=[CH:31][CH:32]=1)[CH2:28][NH2:29].C(O[C@@H](CC1C=CC(O[C@@H](C(=O)NCCC2C=CC(OC3C=CC=CC=3)=CC=2)C)=CC=1)C(O)=O)C. Given the product [CH3:21][O:20][C@@H:5]([CH2:6][C:7]1[CH:8]=[CH:9][C:10]([O:13][C:14]([CH3:15])([C:17](=[O:19])[NH:29][CH2:28][C:27]2[CH:30]=[CH:31][CH:32]=[C:25]([C:24]([F:23])([F:33])[F:34])[CH:26]=2)[CH3:16])=[CH:11][CH:12]=1)[C:4]([OH:3])=[O:22], predict the reactants needed to synthesize it.